From a dataset of Full USPTO retrosynthesis dataset with 1.9M reactions from patents (1976-2016). Predict the reactants needed to synthesize the given product. (1) Given the product [Br:21][C:9]1[C:8]2[C:12](=[CH:13][C:14]([C:16]([O:18][CH3:19])=[O:17])=[CH:15][C:7]=2[N:6]([S:3]([CH:1]=[CH2:2])(=[O:5])=[O:4])[CH3:20])[NH:11][CH:10]=1, predict the reactants needed to synthesize it. The reactants are: [CH:1]([S:3]([N:6]([CH3:20])[C:7]1[CH:15]=[C:14]([C:16]([O:18][CH3:19])=[O:17])[CH:13]=[C:12]2[C:8]=1[CH:9]=[CH:10][NH:11]2)(=[O:5])=[O:4])=[CH2:2].[Br:21]Br. (2) Given the product [F:8][C:6]1([F:9])[CH2:7][C@@H:2]([NH:1][C:12]2[CH2:16][S:15][C:14](=[O:17])[N:13]=2)[C@H:3]([OH:10])[CH2:4][CH2:5]1, predict the reactants needed to synthesize it. The reactants are: [NH2:1][C@@H:2]1[CH2:7][C:6]([F:9])([F:8])[CH2:5][CH2:4][C@H:3]1[OH:10].S=[C:12]1[CH2:16][S:15][C:14](=[O:17])[NH:13]1. (3) Given the product [Cl:10][C:11]1[CH:12]=[C:13]([C:7]2[CH:6]=[CH:5][C:4]([CH3:9])=[CH:3][C:2]=2[F:1])[CH:14]=[CH:15][C:16]=1[Cl:17], predict the reactants needed to synthesize it. The reactants are: [F:1][C:2]1[CH:3]=[C:4]([CH3:9])[CH:5]=[CH:6][C:7]=1Br.[Cl:10][C:11]1[CH:12]=[C:13](B(O)O)[CH:14]=[CH:15][C:16]=1[Cl:17].C(=O)([O-])[O-].[Na+].[Na+]. (4) Given the product [Cl:1][C:2]1[CH:7]=[C:6]([C:8]#[N:9])[C:5]([O:10][CH3:11])=[CH:4][C:3]=1[CH2:12][CH2:13][OH:14], predict the reactants needed to synthesize it. The reactants are: [Cl:1][C:2]1[CH:7]=[C:6]([C:8]#[N:9])[C:5]([O:10][CH3:11])=[CH:4][C:3]=1[CH2:12][C:13](OC)=[O:14].[BH4-].[Li+]. (5) Given the product [Cl:1][C:2]1[C:7]([O:8][CH2:9][C:10]([OH:12])=[O:11])=[CH:6][CH:5]=[C:4]([N:22]2[CH2:23][CH2:24][N:19]([CH3:18])[CH2:20][CH2:21]2)[N:3]=1, predict the reactants needed to synthesize it. The reactants are: [Cl:1][C:2]1[C:7]([O:8][CH2:9][C:10]([O:12]C(C)(C)C)=[O:11])=[CH:6][CH:5]=[C:4](I)[N:3]=1.[CH3:18][N:19]1[CH2:24][CH2:23][NH:22][CH2:21][CH2:20]1. (6) Given the product [F:42][C:41]([F:44])([F:43])[C:39]([OH:45])=[O:40].[Cl:19][C:18]1[C:13]([NH:12][C:8]2[CH:7]=[C:6]([NH:5][C:1](=[O:4])[CH:2]=[CH2:3])[CH:11]=[CH:10][CH:9]=2)=[N:14][C:15]([NH:20][C:21]2[CH:22]=[N:23][N:24]([CH:26]3[CH2:27][CH2:28][NH:29][CH2:30][CH2:31]3)[CH:25]=2)=[N:16][CH:17]=1, predict the reactants needed to synthesize it. The reactants are: [C:1]([NH:5][C:6]1[CH:7]=[C:8]([NH:12][C:13]2[C:18]([Cl:19])=[CH:17][N:16]=[C:15]([NH:20][C:21]3[CH:22]=[N:23][N:24]([CH:26]4[CH2:31][CH2:30][N:29](C(OC(C)(C)C)=O)[CH2:28][CH2:27]4)[CH:25]=3)[N:14]=2)[CH:9]=[CH:10][CH:11]=1)(=[O:4])[CH:2]=[CH2:3].[C:39]([OH:45])([C:41]([F:44])([F:43])[F:42])=[O:40].CO.ClCCl. (7) Given the product [CH3:1][O:2][C:3]([C:5]1([C:11]2[CH:16]=[C:15]([F:17])[CH:14]=[C:13]([O:18][CH2:19][C:20]3[CH:29]=[C:28]4[C:23]([C:24]([Cl:31])=[CH:25][C:26]([NH:32][NH2:33])=[N:27]4)=[CH:22][CH:21]=3)[CH:12]=2)[CH2:10][CH2:9][O:8][CH2:7][CH2:6]1)=[O:4], predict the reactants needed to synthesize it. The reactants are: [CH3:1][O:2][C:3]([C:5]1([C:11]2[CH:16]=[C:15]([F:17])[CH:14]=[C:13]([O:18][CH2:19][C:20]3[CH:29]=[C:28]4[C:23]([C:24]([Cl:31])=[CH:25][C:26](Cl)=[N:27]4)=[CH:22][CH:21]=3)[CH:12]=2)[CH2:10][CH2:9][O:8][CH2:7][CH2:6]1)=[O:4].[NH2:32][NH2:33]. (8) Given the product [NH2:4][C:5]1[CH:13]=[C:12]2[C:8]([CH2:9][CH2:10][C:11]2=[O:14])=[CH:7][CH:6]=1, predict the reactants needed to synthesize it. The reactants are: C([NH:4][C:5]1[CH:13]=[C:12]2[C:8]([CH2:9][CH2:10][C:11]2=[O:14])=[CH:7][CH:6]=1)(=O)C.C.[OH-].[Na+].